Task: Predict the reaction yield, written as a fraction of the theoretical maximum amount of product (1.0 means a 100% yield; for example, 0.34 means a 34% yield).. Dataset: Reaction yield outcomes from USPTO patents with 853,638 reactions (1) The reactants are [F:1][C:2]1[CH:3]=[CH:4][C:5]2[N:9]=[N:8][NH:7][C:6]=2[CH:10]=1.[OH-].[Na+].[Cl:13][CH2:14][CH2:15][CH2:16][CH2:17]Br. The catalyst is [Br-].C([N+](CCCC)(CCCC)CCCC)CCC.ClCCl. The product is [F:1][C:2]1[CH:3]=[CH:4][C:5]2[N:9]=[N:8][N:7]([CH2:17][CH2:16][CH2:15][CH2:14][Cl:13])[C:6]=2[CH:10]=1. The yield is 0.770. (2) The reactants are [Br:1][C:2]1[CH:11]=[CH:10][C:5]([C:6]([O:8]C)=O)=[CH:4][C:3]=1[CH2:12][CH2:13][CH3:14].[Cl-].[Na+].[CH2:17]([Mg]Br)[CH3:18].[Cl-].[NH4+].O1CC[CH2:25][CH2:24]1. The catalyst is C(OCC)C.C(OCC)(=O)C. The product is [Br:1][C:2]1[CH:11]=[CH:10][C:5]([C:6]([OH:8])([CH2:17][CH3:18])[CH2:24][CH3:25])=[CH:4][C:3]=1[CH2:12][CH2:13][CH3:14]. The yield is 0.960. (3) The reactants are [CH3:1][O:2][C:3]1[C:8]([N+:9]([O-:11])=[O:10])=[CH:7][CH:6]=[CH:5][C:4]=1B1OC(C)(C)C(C)(C)O1.Br[C:22]1[CH:23]=[C:24]([C:27]([OH:29])=[O:28])[O:25][CH:26]=1.C(=O)([O-])[O-].[K+].[K+].Cl. The catalyst is O1CCOCC1.O.C1C=CC([P]([Pd]([P](C2C=CC=CC=2)(C2C=CC=CC=2)C2C=CC=CC=2)([P](C2C=CC=CC=2)(C2C=CC=CC=2)C2C=CC=CC=2)[P](C2C=CC=CC=2)(C2C=CC=CC=2)C2C=CC=CC=2)(C2C=CC=CC=2)C2C=CC=CC=2)=CC=1. The product is [N+:9]([C:8]1[C:3]([O:2][CH3:1])=[C:4]([C:22]2[CH:23]=[C:24]([C:27]([OH:29])=[O:28])[O:25][CH:26]=2)[CH:5]=[CH:6][CH:7]=1)([O-:11])=[O:10]. The yield is 0.907.